This data is from Full USPTO retrosynthesis dataset with 1.9M reactions from patents (1976-2016). The task is: Predict the reactants needed to synthesize the given product. (1) Given the product [CH2:1]([N:8]([CH2:23][C:24]([C:27]1[CH:28]=[C:29]([F:34])[CH:30]=[C:31]([F:33])[CH:32]=1)=[N:25][OH:26])[C@@H:9]([CH2:14][CH:15]1[CH2:21][CH2:20][CH2:19][CH2:18][CH2:17][CH2:16]1)[C:10]([O:12][CH3:13])=[O:11])[C:2]1[CH:7]=[CH:6][CH:5]=[CH:4][CH:3]=1, predict the reactants needed to synthesize it. The reactants are: [CH2:1]([NH:8][C@@H:9]([CH2:14][CH:15]1[CH2:21][CH2:20][CH2:19][CH2:18][CH2:17][CH2:16]1)[C:10]([O:12][CH3:13])=[O:11])[C:2]1[CH:7]=[CH:6][CH:5]=[CH:4][CH:3]=1.Br[CH2:23][C:24]([C:27]1[CH:32]=[C:31]([F:33])[CH:30]=[C:29]([F:34])[CH:28]=1)=[N:25][OH:26].C(=O)([O-])[O-].[K+].[K+].C1COCC1. (2) Given the product [C:1]([O:5][C:6]([N:8]1[CH2:14][CH2:13][C:12]2[CH:15]=[CH:16][C:17]([C:27]#[N:28])=[CH:18][C:11]=2[CH2:10][CH2:9]1)=[O:7])([CH3:4])([CH3:3])[CH3:2], predict the reactants needed to synthesize it. The reactants are: [C:1]([O:5][C:6]([N:8]1[CH2:14][CH2:13][C:12]2[CH:15]=[CH:16][C:17](OS(C(F)(F)F)(=O)=O)=[CH:18][C:11]=2[CH2:10][CH2:9]1)=[O:7])([CH3:4])([CH3:3])[CH3:2].[CH3:27][N:28](C)C=O. (3) Given the product [CH3:24][S:21]([N:18]1[CH2:17][CH2:16][N:15]([C@H:12]2[CH2:13][CH2:14][C@H:9]([NH2:8])[CH2:10][CH2:11]2)[CH2:20][CH2:19]1)(=[O:22])=[O:23], predict the reactants needed to synthesize it. The reactants are: C([N:8](CC1C=CC=CC=1)[C@H:9]1[CH2:14][CH2:13][C@H:12]([N:15]2[CH2:20][CH2:19][N:18]([S:21]([CH3:24])(=[O:23])=[O:22])[CH2:17][CH2:16]2)[CH2:11][CH2:10]1)C1C=CC=CC=1. (4) Given the product [C:3]([O:7][C:8]([N:10]1[CH2:16][CH2:15][CH2:14][N:13]([C:17]2[N:25]([CH2:36][C:37]#[C:38][CH3:39])[C:24]3[C:23](=[O:26])[N:22]([CH3:27])[C:21](=[O:28])[N:20]([CH3:29])[C:19]=3[C:18]=2[C:30](=[O:34])[N:31]([CH3:32])[CH3:33])[CH2:12][CH2:11]1)=[O:9])([CH3:6])([CH3:5])[CH3:4], predict the reactants needed to synthesize it. The reactants are: [H-].[Na+].[C:3]([O:7][C:8]([N:10]1[CH2:16][CH2:15][CH2:14][N:13]([C:17]2[NH:25][C:24]3[C:23](=[O:26])[N:22]([CH3:27])[C:21](=[O:28])[N:20]([CH3:29])[C:19]=3[C:18]=2[C:30](=[O:34])[N:31]([CH3:33])[CH3:32])[CH2:12][CH2:11]1)=[O:9])([CH3:6])([CH3:5])[CH3:4].Br[CH2:36][C:37]#[C:38][CH3:39]. (5) Given the product [O:11]([C:2]1[C:7]2[N:8]=[CH:9][NH:10][C:6]=2[CH:5]=[CH:4][N:3]=1)[C:12]1[CH:17]=[CH:16][CH:15]=[CH:14][CH:13]=1, predict the reactants needed to synthesize it. The reactants are: Cl[C:2]1[C:7]2[N:8]=[CH:9][NH:10][C:6]=2[CH:5]=[CH:4][N:3]=1.[O-:11][C:12]1[CH:17]=[CH:16][CH:15]=[CH:14][CH:13]=1.[Na+]. (6) Given the product [C:18]([C:13]1([C:9]2[CH:8]=[C:7]([B:21]([OH:27])[OH:22])[CH:12]=[CH:11][CH:10]=2)[CH2:17][CH2:16][CH2:15][CH2:14]1)([OH:20])=[O:19], predict the reactants needed to synthesize it. The reactants are: C([Li])CCC.Br[C:7]1[CH:8]=[C:9]([C:13]2([C:18]([OH:20])=[O:19])[CH2:17][CH2:16][CH2:15][CH2:14]2)[CH:10]=[CH:11][CH:12]=1.[B:21](OCCCC)([O:27]CCCC)[O:22]CCCC.Cl. (7) Given the product [O:12]=[C:8]1[CH2:7][CH2:6][CH2:5][C:4]2[CH:3]=[C:2]([O:1][C:15](=[O:16])[N:14]([CH3:13])[C:18]3[CH:23]=[CH:22][CH:21]=[CH:20][CH:19]=3)[CH:11]=[CH:10][C:9]1=2, predict the reactants needed to synthesize it. The reactants are: [OH:1][C:2]1[CH:3]=[C:4]2[C:9](=[CH:10][CH:11]=1)[C:8](=[O:12])[CH2:7][CH2:6][CH2:5]2.[CH3:13][N:14]([C:18]1[CH:23]=[CH:22][CH:21]=[CH:20][CH:19]=1)[C:15](Cl)=[O:16].